Dataset: Full USPTO retrosynthesis dataset with 1.9M reactions from patents (1976-2016). Task: Predict the reactants needed to synthesize the given product. (1) The reactants are: [NH2:1][C:2]1[CH:3]=[CH:4][C:5]([O:18][CH3:19])=[C:6]([NH:8][C:9]([NH:11][C:12]2[CH:17]=[N:16][CH:15]=[CH:14][N:13]=2)=[O:10])[CH:7]=1.[C:20]1(=[O:26])[O:25][C:23](=[O:24])[CH2:22][CH2:21]1. Given the product [CH3:19][O:18][C:5]1[CH:4]=[CH:3][C:2]([NH:1][C:20](=[O:26])[CH2:21][CH2:22][C:23]([OH:25])=[O:24])=[CH:7][C:6]=1[NH:8][C:9]([NH:11][C:12]1[CH:17]=[N:16][CH:15]=[CH:14][N:13]=1)=[O:10], predict the reactants needed to synthesize it. (2) Given the product [CH3:1][O:2][C:3]1[CH:8]=[CH:7][CH:6]=[CH:5][C:4]=1[C:9]1[C:17]2[C:12](=[N:13][CH:14]=[C:15]([C:18]3[CH:25]=[CH:24][CH:23]=[C:20]([CH2:21][N:34]4[CH2:38][CH2:37][CH2:36][CH2:35]4)[CH:19]=3)[CH:16]=2)[NH:11][N:10]=1, predict the reactants needed to synthesize it. The reactants are: [CH3:1][O:2][C:3]1[CH:8]=[CH:7][CH:6]=[CH:5][C:4]=1[C:9]1[C:17]2[C:12](=[N:13][CH:14]=[C:15]([C:18]3[CH:19]=[C:20]([CH:23]=[CH:24][CH:25]=3)[CH:21]=O)[CH:16]=2)[N:11](COCC[Si](C)(C)C)[N:10]=1.[NH:34]1[CH2:38][CH2:37][CH2:36][CH2:35]1.Cl([O-])(=O)(=O)=O.